This data is from Catalyst prediction with 721,799 reactions and 888 catalyst types from USPTO. The task is: Predict which catalyst facilitates the given reaction. (1) Reactant: [O:1]=[C:2]1[N:6]([C@@H:7]([C:9]2[CH:14]=[CH:13][CH:12]=[CH:11][CH:10]=2)[CH3:8])[CH2:5][CH:4]([C:15]([O:17][C:18]([CH3:21])([CH3:20])[CH3:19])=[O:16])[CH2:3]1.IC.[H-].[Na+].[C:26](O)(=O)CC(CC(O)=O)(C(O)=O)O. Product: [CH3:26][C@:4]1([C:15]([O:17][C:18]([CH3:20])([CH3:19])[CH3:21])=[O:16])[CH2:3][C:2](=[O:1])[N:6]([C@@H:7]([C:9]2[CH:10]=[CH:11][CH:12]=[CH:13][CH:14]=2)[CH3:8])[CH2:5]1. The catalyst class is: 3. (2) Reactant: [N:1]([C:4]1[N:14]=[CH:13][C:12]2[C:11](=[O:15])[N:10]3[CH2:16][C@H:17]([C:20]([O:22][CH3:23])=[O:21])[CH2:18][CH2:19][C@H:9]3[CH2:8][CH2:7][C:6]=2[CH:5]=1)=[N+]=[N-]. Product: [NH2:1][C:4]1[N:14]=[CH:13][C:12]2[C:11](=[O:15])[N:10]3[CH2:16][C@H:17]([C:20]([O:22][CH3:23])=[O:21])[CH2:18][CH2:19][C@H:9]3[CH2:8][CH2:7][C:6]=2[CH:5]=1. The catalyst class is: 515. (3) The catalyst class is: 25. Product: [N:14]1[CH:13]=[CH:12][N:10]2[C:9]=1[CH:8]=[CH:7][C:6]([C:4]1[CH:5]=[N:1][N:2]([C:16]([O:18][CH:19]([CH3:21])[CH3:20])=[O:17])[CH:3]=1)=[N:11]2. Reactant: [NH:1]1[CH:5]=[C:4]([C:6]2[CH:7]=[CH:8][C:9]3[N:10]([CH:12]=[CH:13][N:14]=3)[N:11]=2)[CH:3]=[N:2]1.Cl[C:16]([O:18][CH:19]([CH3:21])[CH3:20])=[O:17].C(N(CC)CC)C. (4) Reactant: [OH:1][C:2]1[CH:8]=[C:7]([N+:9]([O-:11])=[O:10])[CH:6]=[CH:5][C:3]=1[NH2:4].[C:25]1(P([C:25]2[CH:30]=[CH:29][CH:28]=[CH:27][CH:26]=2)[C:25]2[CH:30]=[CH:29][CH:28]=[CH:27][CH:26]=2)[CH:30]=[CH:29][CH:28]=[CH:27][CH:26]=1.CCOC(/N=N/C(O[CH2:41][CH3:42])=O)=O. Product: [C:27]1([CH2:41][CH2:42][O:1][C:2]2[CH:8]=[C:7]([N+:9]([O-:11])=[O:10])[CH:6]=[CH:5][C:3]=2[NH2:4])[C:26]2[C:25](=[CH:8][CH:2]=[CH:3][CH:5]=2)[CH:30]=[CH:29][CH:28]=1. The catalyst class is: 1. (5) Reactant: [CH2:1]1[C:10]2[C:5](=[CH:6][CH:7]=[CH:8][CH:9]=2)[CH2:4][CH:3]([CH2:11][N:12]2[CH2:17][CH2:16][C:15]3([C:25]4[C:20](=[CH:21][CH:22]=[CH:23][CH:24]=4)[CH2:19][CH2:18]3)[CH2:14][CH2:13]2)[NH:2]1.C(N(CC)CC)C.[C:33](Cl)(=[O:35])[CH3:34]. Product: [C:33]([N:2]1[CH:3]([CH2:11][N:12]2[CH2:13][CH2:14][C:15]3([C:25]4[C:20](=[CH:21][CH:22]=[CH:23][CH:24]=4)[CH2:19][CH2:18]3)[CH2:16][CH2:17]2)[CH2:4][C:5]2[C:10](=[CH:9][CH:8]=[CH:7][CH:6]=2)[CH2:1]1)(=[O:35])[CH3:34]. The catalyst class is: 2. (6) Reactant: C([O:8][C:9]1[CH:14]=[C:13](F)[C:12]([O:16][CH3:17])=[CH:11][C:10]=1[C:18](=[O:20])[CH3:19])C1C=CC=CC=1.[CH2:21]([N:28]1[CH2:33][CH2:32][NH:31][CH2:30][CH2:29]1)[C:22]1[CH:27]=[CH:26][CH:25]=[CH:24][CH:23]=1.C(=O)([O-])[O-].[K+].[K+]. Product: [CH2:21]([N:28]1[CH2:33][CH2:32][N:31]([C:13]2[C:12]([O:16][CH3:17])=[CH:11][C:10]([C:18](=[O:20])[CH3:19])=[C:9]([OH:8])[CH:14]=2)[CH2:30][CH2:29]1)[C:22]1[CH:23]=[CH:24][CH:25]=[CH:26][CH:27]=1. The catalyst class is: 3. (7) Reactant: [OH:1]O.[O-]Cl=O.[Na+].[Br:7][C:8]1[C:15]([CH3:16])=[CH:14][C:11]([CH:12]=[O:13])=[C:10]([F:17])[CH:9]=1.Cl. Product: [Br:7][C:8]1[C:15]([CH3:16])=[CH:14][C:11]([C:12]([OH:1])=[O:13])=[C:10]([F:17])[CH:9]=1. The catalyst class is: 578. (8) Reactant: NC1NC(C(N)=O)=NC=1.[N+:10](=[C:12]1[NH:16][CH2:15][N:14]=[C:13]1[C:17]([NH2:19])=[O:18])=[N-:11].[CH3:20][N:21]=[C:22]=[O:23]. Product: [CH3:20][N:21]1[N:11]=[N:10][C:12]2[N:16]([CH:15]=[N:14][C:13]=2[C:17]([NH2:19])=[O:18])[C:22]1=[O:23]. The catalyst class is: 4. (9) Reactant: [CH3:1][NH:2][C:3]([C:5]1[CH:10]=[C:9]([O:11][C:12]2[CH:13]=[CH:14][C:15]3[O:19][C@@H:18]4[C@@H:20]([C:21]([OH:23])=O)[C@@H:17]4[C:16]=3[CH:24]=2)[CH:8]=[CH:7][N:6]=1)=[O:4].CCN(CC)CC.C1C=CC(P([N:46]=[N+:47]=[N-:48])(C2C=CC=CC=2)=O)=CC=1.O. Product: [CH3:1][NH:2][C:3]([C:5]1[CH:10]=[C:9]([O:11][C:12]2[CH:13]=[CH:14][C:15]3[O:19][C@@H:18]4[C@@H:20]([C:21]([N:46]=[N+:47]=[N-:48])=[O:23])[C@@H:17]4[C:16]=3[CH:24]=2)[CH:8]=[CH:7][N:6]=1)=[O:4]. The catalyst class is: 3. (10) Reactant: O/[CH:2]=[C:3]1/[CH2:4][C@:5]2([C:22]3[CH:27]=[CH:26][CH:25]=[CH:24][CH:23]=3)[C:14]3[N:13]=[C:12]([CH3:15])[N:11]=[C:10]([O:16][CH3:17])[C:9]=3[CH2:8][CH2:7][C@H:6]2[C@H:18]([CH3:21])[C:19]/1=[O:20].Cl.[NH2:29]O. Product: [CH3:17][O:16][C:10]1[C:9]2[CH2:8][CH2:7][C@H:6]3[C@H:18]([CH3:21])[C:19]4[O:20][N:29]=[CH:2][C:3]=4[CH2:4][C@:5]3([C:22]3[CH:27]=[CH:26][CH:25]=[CH:24][CH:23]=3)[C:14]=2[N:13]=[C:12]([CH3:15])[N:11]=1. The catalyst class is: 8.